This data is from Forward reaction prediction with 1.9M reactions from USPTO patents (1976-2016). The task is: Predict the product of the given reaction. (1) The product is: [F:19][C:20]1[CH:21]=[CH:22][C:23]([C@@H:26]([N:28]2[CH2:33][CH2:32][CH2:31]/[C:30](=[CH:40]\[C:39]3[CH:42]=[CH:43][C:44]([N:45]4[CH:49]=[C:48]([CH3:50])[N:47]=[CH:46]4)=[C:37]([O:36][CH3:35])[CH:38]=3)/[C:29]2=[O:34])[CH3:27])=[CH:24][CH:25]=1. Given the reactants C(NC(C)C)(C)C.C([Li])CCC.C1CCCCC1.[F:19][C:20]1[CH:25]=[CH:24][C:23]([CH:26]([N:28]2[CH2:33][CH2:32][CH2:31][CH2:30][C:29]2=[O:34])[CH3:27])=[CH:22][CH:21]=1.[CH3:35][O:36][C:37]1[CH:38]=[C:39]([CH:42]=[CH:43][C:44]=1[N:45]1[CH:49]=[C:48]([CH3:50])[N:47]=[CH:46]1)[CH:40]=O.C(OC(=O)C)(=O)C.CC(C)([O-])C.[Na+], predict the reaction product. (2) Given the reactants [CH:1]1([C:4]2[C:5]([O:14][CH2:15][C@H:16]3[CH2:21][CH2:20][C@@H:19]([C:22]([F:25])([F:24])[F:23])[CH2:18][CH2:17]3)=[CH:6][C:7]([F:13])=[C:8]([CH:12]=2)[C:9]([OH:11])=O)[CH2:3][CH2:2]1.N1(S(N)(=O)=O)CCC1.[CH:34]1([S:37]([NH2:40])(=[O:39])=[O:38])[CH2:36][CH2:35]1, predict the reaction product. The product is: [CH:1]1([C:4]2[C:5]([O:14][CH2:15][C@H:16]3[CH2:17][CH2:18][C@@H:19]([C:22]([F:25])([F:23])[F:24])[CH2:20][CH2:21]3)=[CH:6][C:7]([F:13])=[C:8]([CH:12]=2)[C:9]([NH:40][S:37]([CH:34]2[CH2:36][CH2:35]2)(=[O:39])=[O:38])=[O:11])[CH2:3][CH2:2]1. (3) Given the reactants [Cl:1][C:2]1[CH:7]=[CH:6][C:5]([C:8]2[C:16]3[C:15]([NH2:17])=[N:14][CH:13]=[N:12][C:11]=3[N:10]([C:18]3[CH:23]=[CH:22][C:21]([N+:24]([O-:26])=[O:25])=[CH:20][CH:19]=3)[CH:9]=2)=[CH:4][CH:3]=1.C1C(=O)N([Cl:34])C(=O)C1, predict the reaction product. The product is: [Cl:34][C:9]1[N:10]([C:18]2[CH:23]=[CH:22][C:21]([N+:24]([O-:26])=[O:25])=[CH:20][CH:19]=2)[C:11]2[N:12]=[CH:13][N:14]=[C:15]([NH2:17])[C:16]=2[C:8]=1[C:5]1[CH:4]=[CH:3][C:2]([Cl:1])=[CH:7][CH:6]=1. (4) Given the reactants [C:1]1([NH2:8])[CH:6]=[CH:5][CH:4]=[CH:3][C:2]=1[NH2:7].[F:9][C:10]1[CH:15]=[CH:14][C:13]([N:16]=[C:17]=[O:18])=[CH:12][CH:11]=1, predict the reaction product. The product is: [NH2:7][C:2]1[CH:3]=[CH:4][CH:5]=[CH:6][C:1]=1[NH:8][C:17]([NH:16][C:13]1[CH:14]=[CH:15][C:10]([F:9])=[CH:11][CH:12]=1)=[O:18]. (5) Given the reactants [Br:1][C:2]1[C:7](=[O:8])[N:6]2[C:9]([CH3:13])=[CH:10][CH:11]=[CH:12][C:5]2=[N:4][C:3]=1[CH:14](Cl)[CH3:15].[N:17]1[C:25]([NH2:26])=[C:24]2[C:20]([N:21]=[CH:22][NH:23]2)=[N:19][CH:18]=1.C(=O)([O-])[O-].[K+].[K+].O, predict the reaction product. The product is: [NH2:26][C:25]1[N:17]=[CH:18][N:19]=[C:20]2[C:24]=1[N:23]=[CH:22][N:21]2[CH:14]([C:3]1[N:4]=[C:5]2[CH:12]=[CH:11][CH:10]=[C:9]([CH3:13])[N:6]2[C:7](=[O:8])[C:2]=1[Br:1])[CH3:15]. (6) Given the reactants S(Cl)([Cl:3])=O.[NH2:5][C:6]1[C:15]2[N:16]=[C:17]([CH2:23]O)[N:18]([CH2:19][CH:20]([CH3:22])[CH3:21])[C:14]=2[C:13]2[CH2:12][CH2:11][CH2:10][CH2:9][C:8]=2[N:7]=1, predict the reaction product. The product is: [ClH:3].[Cl:3][CH2:23][C:17]1[N:18]([CH2:19][CH:20]([CH3:22])[CH3:21])[C:14]2[C:13]3[CH2:12][CH2:11][CH2:10][CH2:9][C:8]=3[N:7]=[C:6]([NH2:5])[C:15]=2[N:16]=1.